Dataset: Catalyst prediction with 721,799 reactions and 888 catalyst types from USPTO. Task: Predict which catalyst facilitates the given reaction. (1) Reactant: C(OC([NH:8]CC(O)=O)=O)(C)(C)C.C(N(CC)CC)C.[Cl:20]C(OCC(C)C)=O.[C:28]([NH:31][CH:32]([C:36]1[CH:41]=[CH:40][CH:39]=[C:38]([O:42][CH2:43][C:44]2[CH:49]=[CH:48][CH:47]=[CH:46][C:45]=2[Cl:50])[C:37]=1[O:51][CH2:52][C:53]1[CH:58]=[CH:57][CH:56]=[CH:55][C:54]=1[Cl:59])[C:33]([OH:35])=[O:34])(=[O:30])[CH3:29]. Product: [ClH:20].[NH2:8][CH2:29][C:28]([NH:31][CH:32]([C:36]1[CH:41]=[CH:40][CH:39]=[C:38]([O:42][CH2:43][C:44]2[CH:49]=[CH:48][CH:47]=[CH:46][C:45]=2[Cl:50])[C:37]=1[O:51][CH2:52][C:53]1[CH:58]=[CH:57][CH:56]=[CH:55][C:54]=1[Cl:59])[C:33]([OH:35])=[O:34])=[O:30]. The catalyst class is: 49. (2) Reactant: [N:1]1[C:10]2[C:5](=[CH:6][CH:7]=[CH:8][CH:9]=2)[N:4]=[CH:3][C:2]=1[C:11]1[CH:12]=[C:13]([NH2:17])[CH:14]=[CH:15][CH:16]=1.C(N(C(C)C)CC)(C)C.[Cl:27][CH:28]([CH3:32])[C:29](Cl)=[O:30]. Product: [Cl:27][CH:28]([CH3:32])[C:29]([NH:17][C:13]1[CH:14]=[CH:15][CH:16]=[C:11]([C:2]2[CH:3]=[N:4][C:5]3[C:10](=[CH:9][CH:8]=[CH:7][CH:6]=3)[N:1]=2)[CH:12]=1)=[O:30]. The catalyst class is: 56. (3) Reactant: [NH3:1].[CH2:2]([O:9][C:10]1[CH:15]=[CH:14][C:13]([N:16]2[C:22](=[O:23])[C:21]3[C:24](Cl)=[N:25][CH:26]=[N:27][C:20]=3[O:19][C@H:18]([CH3:29])[CH2:17]2)=[CH:12][CH:11]=1)[C:3]1[CH:8]=[CH:7][CH:6]=[CH:5][CH:4]=1. Product: [NH2:1][C:24]1[C:21]2[C:22](=[O:23])[N:16]([C:13]3[CH:14]=[CH:15][C:10]([O:9][CH2:2][C:3]4[CH:8]=[CH:7][CH:6]=[CH:5][CH:4]=4)=[CH:11][CH:12]=3)[CH2:17][C@@H:18]([CH3:29])[O:19][C:20]=2[N:27]=[CH:26][N:25]=1. The catalyst class is: 12. (4) Reactant: [C:1]([O:5][C:6]([N:8]1[C:16]2[C:11](=[CH:12][CH:13]=[CH:14][CH:15]=2)[CH2:10][CH:9]1[C:17](O)=[O:18])=[O:7])([CH3:4])([CH3:3])[CH3:2].Cl.[CH3:21][C@H:22]1[CH2:27][C@@H:26]([CH3:28])[CH2:25][NH:24][CH2:23]1.ON1C2C=CC=CC=2N=N1.C(N=C=NCCCN(C)C)C. Product: [CH3:21][C@H:22]1[CH2:27][C@@H:26]([CH3:28])[CH2:25][N:24]([C:17]([CH:9]2[CH2:10][C:11]3[C:16](=[CH:15][CH:14]=[CH:13][CH:12]=3)[N:8]2[C:6]([O:5][C:1]([CH3:3])([CH3:2])[CH3:4])=[O:7])=[O:18])[CH2:23]1. The catalyst class is: 7. (5) Reactant: F[P-](F)(F)(F)(F)F.N1(O[P+](N(C)C)(N(C)C)N(C)C)C2C=CC=CC=2N=N1.[CH2:28]([C:30]1[CH:35]=[CH:34][C:33]([CH2:36][CH2:37][NH:38][C:39]([C:41]2([CH2:47][C:48]3[CH:53]=[CH:52][CH:51]=[CH:50][C:49]=3[F:54])[CH2:46][CH2:45][NH:44][CH2:43][CH2:42]2)=[O:40])=[CH:32][CH:31]=1)[CH3:29].[F:55][C:56]1[CH:61]=[CH:60][C:59]([CH2:62][CH2:63][C:64](O)=[O:65])=[CH:58][CH:57]=1.C(N(CC)CC)C. Product: [CH2:28]([C:30]1[CH:35]=[CH:34][C:33]([CH2:36][CH2:37][NH:38][C:39]([C:41]2([CH2:47][C:48]3[CH:53]=[CH:52][CH:51]=[CH:50][C:49]=3[F:54])[CH2:42][CH2:43][N:44]([C:64](=[O:65])[CH2:63][CH2:62][C:59]3[CH:60]=[CH:61][C:56]([F:55])=[CH:57][CH:58]=3)[CH2:45][CH2:46]2)=[O:40])=[CH:32][CH:31]=1)[CH3:29]. The catalyst class is: 305. (6) Reactant: [Na].[CH:2]([N:4]1[CH2:9][CH2:8][CH2:7][CH2:6][CH:5]1[C:10]([O-])=O)=O.C1(C)C=CC(S(Cl)(=O)=O)=CC=1.[C:24](#[N:27])C=C.[CH2:28](N(CC)CC)C. Product: [C:10]1([C:24]#[N:27])[CH:28]=[CH:2][N:4]2[C:5]=1[CH2:6][CH2:7][CH2:8][CH2:9]2. The catalyst class is: 4. (7) Reactant: [NH2:1][C:2]1[CH:3]=[CH:4][C:5]([Cl:26])=[C:6]([NH:8][C:9]2[S:10][C:11](=[CH:15][C:16]3[CH:17]=[C:18]4[C:23](=[CH:24][CH:25]=3)[N:22]=[CH:21][CH:20]=[CH:19]4)[C:12](=[O:14])[N:13]=2)[CH:7]=1.Cl.[C:28](=[NH:31])(S)[CH3:29].CO. Product: [ClH:26].[Cl:26][C:5]1[CH:4]=[CH:3][C:2]([NH:1][C:28](=[NH:31])[CH3:29])=[CH:7][C:6]=1[NH:8][C:9]1[S:10][C:11](=[CH:15][C:16]2[CH:17]=[C:18]3[C:23](=[CH:24][CH:25]=2)[N:22]=[CH:21][CH:20]=[CH:19]3)[C:12](=[O:14])[N:13]=1. The catalyst class is: 3.